The task is: Predict the reactants needed to synthesize the given product.. This data is from Full USPTO retrosynthesis dataset with 1.9M reactions from patents (1976-2016). (1) The reactants are: C([N:8]1[CH2:31][CH:30]([CH:32]=[CH2:33])[O:29][C:10]2([CH2:15][CH2:14][N:13]([C:16]([C:18]3[CH:23]=[CH:22][C:21]([O:24][CH:25]([CH3:27])[CH3:26])=[C:20]([CH3:28])[CH:19]=3)=[O:17])[CH2:12][CH2:11]2)[CH2:9]1)C1C=CC=CC=1.C([O-])=O.[NH4+]. Given the product [CH2:32]([CH:30]1[O:29][C:10]2([CH2:15][CH2:14][N:13]([C:16]([C:18]3[CH:23]=[CH:22][C:21]([O:24][CH:25]([CH3:26])[CH3:27])=[C:20]([CH3:28])[CH:19]=3)=[O:17])[CH2:12][CH2:11]2)[CH2:9][NH:8][CH2:31]1)[CH3:33], predict the reactants needed to synthesize it. (2) Given the product [CH:24]1([CH2:30][CH2:31][CH2:32][N:33]2[CH2:38][CH2:37][N:36]([C:39]3[CH:46]=[CH:45][C:44]([OH:47])=[CH:43][C:40]=3[C:41]#[N:42])[CH2:35][CH2:34]2)[CH2:29][CH2:28][CH2:27][CH2:26][CH2:25]1, predict the reactants needed to synthesize it. The reactants are: COC1C=CC(N2CCN(CCC3C=CC=CC=3)CC2)=CC=1C.[CH:24]1([CH2:30][CH2:31][CH2:32][N:33]2[CH2:38][CH2:37][N:36]([C:39]3[CH:46]=[CH:45][C:44]([O:47]C)=[CH:43][C:40]=3[C:41]#[N:42])[CH2:35][CH2:34]2)[CH2:29][CH2:28][CH2:27][CH2:26][CH2:25]1. (3) Given the product [F:50][C:51]1[CH:56]=[C:55]([F:57])[CH:54]=[CH:53][C:52]=1[C@H:58]([NH:60][C:30](=[O:31])[C:29]1[CH:33]=[CH:34][C:26]([I:25])=[CH:27][C:28]=1[NH:35][S:36]([C:39]1[C:40]2[N:41]=[CH:42][CH:43]=[N:44][C:45]=2[CH:46]=[CH:47][CH:48]=1)(=[O:38])=[O:37])[CH3:59], predict the reactants needed to synthesize it. The reactants are: CN(C(ON1N=NC2C=CC=NC1=2)=[N+](C)C)C.F[P-](F)(F)(F)(F)F.[I:25][C:26]1[CH:34]=[CH:33][C:29]([C:30](O)=[O:31])=[C:28]([NH:35][S:36]([C:39]2[C:40]3[N:41]=[CH:42][CH:43]=[N:44][C:45]=3[CH:46]=[CH:47][CH:48]=2)(=[O:38])=[O:37])[CH:27]=1.Cl.[F:50][C:51]1[CH:56]=[C:55]([F:57])[CH:54]=[CH:53][C:52]=1[C@H:58]([NH2:60])[CH3:59].